Dataset: Forward reaction prediction with 1.9M reactions from USPTO patents (1976-2016). Task: Predict the product of the given reaction. (1) Given the reactants C(N(CC)CC)C.[CH3:8][S:9]([Cl:12])(=[O:11])=[O:10].Cl.Cl.[NH2:15][C:16]1[CH:17]=[C:18]([C:22]2[CH:27]=[CH:26][C:25]([NH:28][C:29]([C@@H:31]3[CH:36]4[CH2:37][CH2:38][N:33]([CH2:34][CH2:35]4)[CH2:32]3)=[O:30])=[CH:24][CH:23]=2)[CH:19]=[CH:20][CH:21]=1, predict the reaction product. The product is: [ClH:12].[CH3:8][S:9]([NH:15][C:16]1[CH:17]=[C:18]([C:22]2[CH:23]=[CH:24][C:25]([NH:28][C:29]([C@@H:31]3[CH:36]4[CH2:35][CH2:34][N:33]([CH2:38][CH2:37]4)[CH2:32]3)=[O:30])=[CH:26][CH:27]=2)[CH:19]=[CH:20][CH:21]=1)(=[O:11])=[O:10]. (2) Given the reactants [Cl:1][C:2]1[CH:7]=[CH:6][CH:5]=[C:4]([Cl:8])[C:3]=1[NH:9][C:10]1[NH:22][C:21]2[C:16]3[N:17]=[C:18]([CH3:20])[O:19][C:15]=3[C:14]([C:23](O)=[O:24])=[CH:13][C:12]=2[N:11]=1.C(Cl)(=O)C(Cl)=O.[F:32][C:33]1([F:40])[CH2:38][CH2:37][CH:36]([NH2:39])[CH2:35][CH2:34]1.CCN(C(C)C)C(C)C, predict the reaction product. The product is: [Cl:1][C:2]1[CH:7]=[CH:6][CH:5]=[C:4]([Cl:8])[C:3]=1[NH:9][C:10]1[NH:22][C:21]2[C:16]3[N:17]=[C:18]([CH3:20])[O:19][C:15]=3[C:14]([C:23]([NH:39][CH:36]3[CH2:37][CH2:38][C:33]([F:40])([F:32])[CH2:34][CH2:35]3)=[O:24])=[CH:13][C:12]=2[N:11]=1. (3) Given the reactants Br[C:2]1[CH:9]=[CH:8][C:5]([C:6]#[N:7])=[C:4]([NH:10][CH:11]([CH3:15])[CH2:12][O:13][CH3:14])[CH:3]=1.[CH3:16][O:17][C:18]1[CH:19]=[C:20]([CH:22]=[C:23]([O:27][CH3:28])[C:24]=1[O:25][CH3:26])[NH2:21].CC(C)([O-])C.[Na+].C1(C)C=CC=CC=1, predict the reaction product. The product is: [CH3:14][O:13][CH2:12][CH:11]([NH:10][C:4]1[CH:3]=[C:2]([NH:21][C:20]2[CH:22]=[C:23]([O:27][CH3:28])[C:24]([O:25][CH3:26])=[C:18]([O:17][CH3:16])[CH:19]=2)[CH:9]=[CH:8][C:5]=1[C:6]#[N:7])[CH3:15]. (4) Given the reactants [C:1]([NH:4][C@H:5]([CH2:11][C:12]1[CH:17]=[CH:16][CH:15]=[C:14]([C:18]#[N:19])[CH:13]=1)[C:6](OCC)=[O:7])(=[O:3])[CH3:2].[BH4-].[Na+], predict the reaction product. The product is: [OH:7][CH2:6][C@H:5]([NH:4][C:1](=[O:3])[CH3:2])[CH2:11][C:12]1[CH:17]=[CH:16][CH:15]=[C:14]([C:18]#[N:19])[CH:13]=1. (5) Given the reactants [NH2:1][CH2:2][CH2:3][CH2:4][CH2:5][N:6]1[C:18]2[C:17]3[CH:16]=[CH:15][CH:14]=[CH:13][C:12]=3[N:11]=[C:10]([NH2:19])[C:9]=2[N:8]=[CH:7]1.[N:20]1[C:29]2[C:24](=[CH:25][CH:26]=[CH:27][CH:28]=2)[C:23]([C:30](Cl)=[O:31])=[CH:22][CH:21]=1, predict the reaction product. The product is: [NH2:19][C:10]1[C:9]2[N:8]=[CH:7][N:6]([CH2:5][CH2:4][CH2:3][CH2:2][NH:1][C:30]([C:23]3[C:24]4[C:29](=[CH:28][CH:27]=[CH:26][CH:25]=4)[N:20]=[CH:21][CH:22]=3)=[O:31])[C:18]=2[C:17]2[CH:16]=[CH:15][CH:14]=[CH:13][C:12]=2[N:11]=1.